From a dataset of Forward reaction prediction with 1.9M reactions from USPTO patents (1976-2016). Predict the product of the given reaction. (1) Given the reactants [CH3:1][N:2]1[C:7](=[O:8])[CH2:6][N:5]2[N:9]=[C:10]([NH:12][C:13]3[C:14](=[O:29])[N:15]([CH3:28])[CH:16]=[C:17](B4OC(C)(C)C(C)(C)O4)[CH:18]=3)[CH:11]=[C:4]2[CH2:3]1.Cl[C:31]1[CH:36]=[CH:35][N:34]=[C:33]([N:37]2[CH2:48][CH2:47][C:46]3[C:45]4[CH2:44][C:43]([CH3:50])([CH3:49])[CH2:42][C:41]=4[S:40][C:39]=3[C:38]2=[O:51])[C:32]=1[CH:52]=[O:53].[O-]P([O-])([O-])=O.[K+].[K+].[K+].C([O-])(=O)C.[Na+], predict the reaction product. The product is: [CH3:49][C:43]1([CH3:50])[CH2:42][C:41]2[S:40][C:39]3[C:38](=[O:51])[N:37]([C:33]4[C:32]([CH:52]=[O:53])=[C:31]([C:17]5[CH:18]=[C:13]([NH:12][C:10]6[CH:11]=[C:4]7[CH2:3][N:2]([CH3:1])[C:7](=[O:8])[CH2:6][N:5]7[N:9]=6)[C:14](=[O:29])[N:15]([CH3:28])[CH:16]=5)[CH:36]=[CH:35][N:34]=4)[CH2:48][CH2:47][C:46]=3[C:45]=2[CH2:44]1. (2) Given the reactants [CH3:1][O:2][C:3]1[CH:4]=[C:5]([CH:30]=[CH:31][C:32]=1[O:33][CH3:34])[CH2:6][NH:7][C:8]1[N:13]2[N:14]=[C:15]([C:17]3[O:18][CH:19]=[CH:20][CH:21]=3)[N:16]=[C:12]2[CH:11]=[C:10]([C:22]2[N:27]=[CH:26][C:25]([CH:28]=[O:29])=[CH:24][CH:23]=2)[N:9]=1.[BH4-].[Na+], predict the reaction product. The product is: [CH3:1][O:2][C:3]1[CH:4]=[C:5]([CH:30]=[CH:31][C:32]=1[O:33][CH3:34])[CH2:6][NH:7][C:8]1[N:13]2[N:14]=[C:15]([C:17]3[O:18][CH:19]=[CH:20][CH:21]=3)[N:16]=[C:12]2[CH:11]=[C:10]([C:22]2[N:27]=[CH:26][C:25]([CH2:28][OH:29])=[CH:24][CH:23]=2)[N:9]=1. (3) The product is: [Cl:1][C:2]1[CH:7]=[CH:6][C:5]([C:8]#[CH:9])=[C:4]([F:14])[CH:3]=1. Given the reactants [Cl:1][C:2]1[CH:7]=[CH:6][C:5]([C:8]#[C:9][Si](C)(C)C)=[C:4]([F:14])[CH:3]=1.CCCC[N+](CCCC)(CCCC)CCCC.[F-], predict the reaction product.